From a dataset of Experimentally validated miRNA-target interactions with 360,000+ pairs, plus equal number of negative samples. Binary Classification. Given a miRNA mature sequence and a target amino acid sequence, predict their likelihood of interaction. The miRNA is mmu-miR-184-3p with sequence UGGACGGAGAACUGAUAAGGGU. The protein sequence of the target gene is MTEFWLISAPGEKTCQQTWEKLHAATSKNNNLAVTSKFNIPDLKVGTLDVLVGLSDELAKLDAFVEGVVKKVAQYMADVLEDSKDKVQENLLANGVDLVTYITRFQWDMAKYPIKQSLKNISEIIAKGVTQIDNDLKSRASAYNNLKGNLQNLERKNAGSLLTRSLAEIVKKDDFVLDSEYLVTLLVVVPKLNHNDWIKQYETLAEMVVPRSSNVLSEDQDSYLCNVTLFRKAVDDFRHKARENKFIVRDFQYNEEEMKADKEEMNRLSTDKKKQFGPLVRWLKVNFSEAFIAWIHVKAL.... Result: 0 (no interaction).